This data is from Catalyst prediction with 721,799 reactions and 888 catalyst types from USPTO. The task is: Predict which catalyst facilitates the given reaction. (1) Product: [F:1][C:2]1[CH:38]=[C:37]([F:39])[CH:36]=[CH:35][C:3]=1[O:4][C:5]1[C:13]([C:14]2[C:15]3[CH:24]=[CH:23][NH:22][C:16]=3[C:17](=[O:21])[N:18]([CH3:20])[CH:19]=2)=[CH:12][C:8]2[NH:9][N:10]=[N:11][C:7]=2[CH:6]=1. Reactant: [F:1][C:2]1[CH:38]=[C:37]([F:39])[CH:36]=[CH:35][C:3]=1[O:4][C:5]1[C:13]([C:14]2[C:15]3[CH:24]=[CH:23][N:22](S(C4C=CC(C)=CC=4)(=O)=O)[C:16]=3[C:17](=[O:21])[N:18]([CH3:20])[CH:19]=2)=[CH:12][C:8]2[NH:9][N:10]=[N:11][C:7]=2[CH:6]=1.[OH-].[Na+].O. The catalyst class is: 8. (2) Product: [C:1]([N:4]1[CH2:9][CH2:8][CH2:7][CH:6]([NH:12][NH:11][C:13]([O:15][C:16]([CH3:19])([CH3:18])[CH3:17])=[O:14])[CH2:5]1)(=[O:3])[CH3:2]. The catalyst class is: 7. Reactant: [C:1]([N:4]1[CH2:9][CH2:8][CH2:7][C:6](=O)[CH2:5]1)(=[O:3])[CH3:2].[NH:11]([C:13]([O:15][C:16]([CH3:19])([CH3:18])[CH3:17])=[O:14])[NH2:12].C([BH3-])#N.[Na+].O.C1(C)C=CC(S(O)(=O)=O)=CC=1. (3) Reactant: C([O:8][CH2:9][C@H:10]([O:30][CH2:31][CH2:32][CH2:33][CH2:34][CH2:35][CH2:36][CH2:37][CH2:38][CH2:39][CH2:40][CH2:41][CH2:42][CH2:43][CH2:44][CH2:45][CH3:46])[CH2:11][O:12][C:13](=[O:29])[CH2:14][CH2:15][CH2:16][CH2:17][CH2:18][CH2:19][CH2:20][CH2:21][CH2:22][CH2:23][CH2:24][CH2:25][CH2:26][CH2:27][CH3:28])C1C=CC=CC=1.CC(O)=O. Product: [C:13]([O:12][CH2:11][C@H:10]([CH2:9][OH:8])[O:30][CH2:31][CH2:32][CH2:33][CH2:34][CH2:35][CH2:36][CH2:37][CH2:38][CH2:39][CH2:40][CH2:41][CH2:42][CH2:43][CH2:44][CH2:45][CH3:46])(=[O:29])[CH2:14][CH2:15][CH2:16][CH2:17][CH2:18][CH2:19][CH2:20][CH2:21][CH2:22][CH2:23][CH2:24][CH2:25][CH2:26][CH2:27][CH3:28]. The catalyst class is: 320. (4) Reactant: [CH3:1][C:2]1[C:7]([NH:8]C(OC(C)(C)C)=O)=[CH:6][C:5]([C:16]2[CH:17]=[CH:18][C:19](=[O:25])[N:20]([CH:22]([CH3:24])[CH3:23])[N:21]=2)=[C:4]([C:26]2[CH:31]=[CH:30][CH:29]=[CH:28][CH:27]=2)[N:3]=1.Cl.CCOC(C)=O. Product: [CH3:1][C:2]1[C:7]([NH2:8])=[CH:6][C:5]([C:16]2[CH:17]=[CH:18][C:19](=[O:25])[N:20]([CH:22]([CH3:24])[CH3:23])[N:21]=2)=[C:4]([C:26]2[CH:27]=[CH:28][CH:29]=[CH:30][CH:31]=2)[N:3]=1. The catalyst class is: 25. (5) Reactant: [Br:1][C:2]1[CH:7]=[CH:6][C:5]([CH:8]2[C:16]3[C:11](=[CH:12][CH:13]=[CH:14][CH:15]=3)[N:10]([CH:17]([C:24]3[CH:29]=[CH:28][CH:27]=[CH:26][CH:25]=3)[C:18]3[CH:23]=[CH:22][CH:21]=[CH:20][CH:19]=3)[C:9]2=[O:30])=[C:4]([OH:31])[CH:3]=1.[C:32](=O)([O-])[O-].[Cs+].[Cs+].ClCI. Product: [Br:1][C:2]1[CH:7]=[CH:6][C:5]2[C:8]3([CH2:32][O:31][C:4]=2[CH:3]=1)[C:16]1[C:11](=[CH:12][CH:13]=[CH:14][CH:15]=1)[N:10]([CH:17]([C:24]1[CH:25]=[CH:26][CH:27]=[CH:28][CH:29]=1)[C:18]1[CH:23]=[CH:22][CH:21]=[CH:20][CH:19]=1)[C:9]3=[O:30]. The catalyst class is: 7. (6) Reactant: [CH3:1][CH2:2][CH2:3][CH2:4][CH2:5][CH2:6][O:7][C:8](/[N:10]=[C:11](\N)/[C:12]1[CH:13]=[CH:14][C:15]([NH:18][CH2:19][C:20]2[N:28]([CH3:29])[C:27]3[CH:26]=[CH:25][C:24]([C:30]([N:32]([C:40]4[CH:41]=[CH:42][CH:43]=[CH:44][N:45]=4)[CH2:33][CH2:34][C:35]([O:37]CC)=[O:36])=[O:31])=[CH:23][C:22]=3[N:21]=2)=[CH:16][CH:17]=1)=[O:9].CS(O)(=O)=[O:49].CS(O)(=O)=O. Product: [CH2:6]([O:7][C:8]([NH:10][C:11]([C:12]1[CH:13]=[CH:14][C:15]([NH:18][CH2:19][C:20]2[N:28]([CH3:29])[C:27]3[CH:26]=[CH:25][C:24]([C:30]([N:32]([C:40]4[CH:41]=[CH:42][CH:43]=[CH:44][N:45]=4)[CH2:33][CH2:34][C:35]([OH:37])=[O:36])=[O:31])=[CH:23][C:22]=3[N:21]=2)=[CH:16][CH:17]=1)=[O:49])=[O:9])[CH2:5][CH2:4][CH2:3][CH2:2][CH3:1]. The catalyst class is: 6. (7) Reactant: Cl[C:2]1[N:3]=[C:4]([NH:11][C:12]2[CH:24]=[CH:23][C:15]3[O:16][C:17]([CH3:22])([CH3:21])[C:18](=[O:20])[NH:19][C:14]=3[CH:13]=2)[C:5]2[CH:10]=[CH:9][NH:8][C:6]=2[N:7]=1.[NH2:25][C:26]1[CH:34]=[C:33]2[C:29]([CH:30]=[N:31][NH:32]2)=[CH:28][CH:27]=1.C[Si](Cl)(C)C. Product: [NH:32]1[C:33]2[C:29](=[CH:28][CH:27]=[C:26]([NH:25][C:2]3[N:3]=[C:4]([NH:11][C:12]4[CH:24]=[CH:23][C:15]5[O:16][C:17]([CH3:22])([CH3:21])[C:18](=[O:20])[NH:19][C:14]=5[CH:13]=4)[C:5]4[CH:10]=[CH:9][NH:8][C:6]=4[N:7]=3)[CH:34]=2)[CH:30]=[N:31]1. The catalyst class is: 51.